From a dataset of Forward reaction prediction with 1.9M reactions from USPTO patents (1976-2016). Predict the product of the given reaction. (1) Given the reactants [CH2:1]([N:8]1[C:13](=[O:14])[C:12]([CH3:15])=[C:11]2[S:16][CH:17]=[CH:18][N:10]2[C:9]1=[O:19])[C:2]1[CH:7]=[CH:6][CH:5]=[CH:4][CH:3]=1.C[Si](C)(C)N[Si](C)(C)C.[Li].[Cl-].[NH4+].[O:32]1[CH2:36][CH2:35][CH2:34][CH2:33]1, predict the reaction product. The product is: [CH2:1]([N:8]1[C:13](=[O:14])[C:12]([CH3:15])=[C:11]2[S:16][C:17]([CH:33]([OH:32])[C:34]#[C:35][C:36]3[CH:6]=[CH:7][CH:2]=[CH:3][CH:4]=3)=[CH:18][N:10]2[C:9]1=[O:19])[C:2]1[CH:3]=[CH:4][CH:5]=[CH:6][CH:7]=1. (2) Given the reactants [CH3:1]NN.[Cl:4][C:5]1[CH:6]=[C:7]([C:12]2[C:17]([C:18]3[CH:19]=[CH:20][C:21]4[N:22]([C:24]([C:27]5[CH:31]=[CH:30][NH:29][N:28]=5)=[CH:25][N:26]=4)[CH:23]=3)=[CH:16][CH:15]=[CH:14][N:13]=2)[CH:8]=[CH:9][C:10]=1[F:11].FC1C=CC(C2C(C3C=C4C(=CC=3)N(C(N3C5C(=CC(C6C(C7C=CC(F)=C(C)C=7)=NC=CC=6)=CC=5)C=N3)=O)N=C4)=CC=CN=2)=CC=1C, predict the reaction product. The product is: [Cl:4][C:5]1[CH:6]=[C:7]([C:12]2[C:17]([C:18]3[CH:19]=[CH:20][C:21]4[N:22]([C:24]([C:27]5[CH:31]=[CH:30][N:29]([CH3:1])[N:28]=5)=[CH:25][N:26]=4)[CH:23]=3)=[CH:16][CH:15]=[CH:14][N:13]=2)[CH:8]=[CH:9][C:10]=1[F:11]. (3) The product is: [F:4][C:5]1[CH:6]=[C:7]([C:11](=[O:13])[CH:12]=[N:17][OH:18])[CH:8]=[CH:9][CH:10]=1. Given the reactants [Se](=O)=O.[F:4][C:5]1[CH:6]=[C:7]([C:11](=[O:13])[CH3:12])[CH:8]=[CH:9][CH:10]=1.CC(=[N:17][OH:18])C, predict the reaction product. (4) Given the reactants [CH:1]1([C@@H:4]([NH2:6])[CH3:5])[CH2:3][CH2:2]1.[CH:7](=O)[C:8]1[CH:13]=[CH:12][CH:11]=[CH:10][CH:9]=1.[BH-](OC(C)=O)(OC(C)=O)OC(C)=O.[Na+], predict the reaction product. The product is: [CH2:7]([NH:6][C@@H:4]([CH:1]1[CH2:3][CH2:2]1)[CH3:5])[C:8]1[CH:13]=[CH:12][CH:11]=[CH:10][CH:9]=1. (5) Given the reactants [C:1]1([C:23]2[CH:28]=[CH:27][CH:26]=[CH:25][CH:24]=2)[CH:6]=[CH:5][C:4]([NH:7][C:8]2[CH:20]=[CH:19][C:18]3[C:17]4[C:12](=[CH:13][CH:14]=[CH:15][CH:16]=4)[C:11]([CH3:22])([CH3:21])[C:10]=3[CH:9]=2)=[CH:3][CH:2]=1.Br[C:30]1[C:43]2[C:34](=[CH:35][CH:36]=[C:37]3[C:42]=2[N:41]=[CH:40][CH:39]=[CH:38]3)[CH:33]=[CH:32][CH:31]=1.C(P(C(C)(C)C)C(C)(C)C)(C)(C)C.CC(C)([O-])C.[Na+], predict the reaction product. The product is: [N:41]1[C:42]2[C:37](=[CH:36][CH:35]=[C:34]3[CH:33]=[CH:32][CH:31]=[C:30]([N:7]([C:4]4[CH:5]=[CH:6][C:1]([C:23]5[CH:24]=[CH:25][CH:26]=[CH:27][CH:28]=5)=[CH:2][CH:3]=4)[C:8]4[CH:20]=[CH:19][C:18]5[C:17]6[C:12](=[CH:13][CH:14]=[CH:15][CH:16]=6)[C:11]([CH3:22])([CH3:21])[C:10]=5[CH:9]=4)[C:43]3=2)[CH:38]=[CH:39][CH:40]=1. (6) Given the reactants [CH3:1][O:2][C:3]1[CH:4]=[C:5]([NH:11][C:12]2[C:13]([NH:22][S:23]([C:26]3[CH:31]=[CH:30][CH:29]=[C:28]([N+:32]([O-])=O)[CH:27]=3)(=[O:25])=[O:24])=[N:14][C:15]3[C:20]([N:21]=2)=[CH:19][CH:18]=[CH:17][CH:16]=3)[CH:6]=[C:7]([O:9][CH3:10])[CH:8]=1.[Sn](Cl)(Cl)(Cl)Cl, predict the reaction product. The product is: [NH2:32][C:28]1[CH:27]=[C:26]([S:23]([NH:22][C:13]2[C:12]([NH:11][C:5]3[CH:4]=[C:3]([O:2][CH3:1])[CH:8]=[C:7]([O:9][CH3:10])[CH:6]=3)=[N:21][C:20]3[C:15](=[CH:16][CH:17]=[CH:18][CH:19]=3)[N:14]=2)(=[O:24])=[O:25])[CH:31]=[CH:30][CH:29]=1. (7) Given the reactants [F:1][C:2]1[CH:3]=[CH:4][C:5]([O:15][CH3:16])=[C:6]([C:8]2(O)[CH2:13][CH2:12][NH:11][CH2:10][CH2:9]2)[CH:7]=1.[OH-].[Na+], predict the reaction product. The product is: [F:1][C:2]1[CH:3]=[CH:4][C:5]([O:15][CH3:16])=[C:6]([C:8]2[CH2:13][CH2:12][NH:11][CH2:10][CH:9]=2)[CH:7]=1.